From a dataset of Full USPTO retrosynthesis dataset with 1.9M reactions from patents (1976-2016). Predict the reactants needed to synthesize the given product. (1) Given the product [N+:32]([C:29]1[CH:30]=[CH:31][C:22]([NH:14][CH2:13][CH:10]2[CH2:9][CH2:8][N:7]([C:4]3[CH:5]=[CH:6][N:1]=[CH:2][CH:3]=3)[CH2:12][CH2:11]2)=[C:23]([CH:28]=1)[C:24]([O:26][CH3:27])=[O:25])([O-:34])=[O:33], predict the reactants needed to synthesize it. The reactants are: [N:1]1[CH:6]=[CH:5][C:4]([N:7]2[CH2:12][CH2:11][CH:10]([CH2:13][NH2:14])[CH2:9][CH2:8]2)=[CH:3][CH:2]=1.C(=O)([O-])[O-].[K+].[K+].F[C:22]1[CH:31]=[CH:30][C:29]([N+:32]([O-:34])=[O:33])=[CH:28][C:23]=1[C:24]([O:26][CH3:27])=[O:25]. (2) Given the product [S:16]1[CH:20]=[CH:19][CH:18]=[C:17]1[S:21]([N:9]1[CH2:8][CH2:7][C:6]2([C:4](=[O:5])[N:32]([C:31]3[CH:33]=[CH:34][C:28]([O:27][C:26]([F:25])([F:35])[F:36])=[CH:29][CH:30]=3)[CH2:13][CH2:12]2)[CH2:11][CH2:10]1)(=[O:23])=[O:22], predict the reactants needed to synthesize it. The reactants are: C(O[C:4]([C:6]1([CH2:12][CH2:13]OC)[CH2:11][CH2:10][NH:9][CH2:8][CH2:7]1)=[O:5])C.[S:16]1[CH:20]=[CH:19][CH:18]=[C:17]1[S:21](Cl)(=[O:23])=[O:22].[F:25][C:26]([F:36])([F:35])[O:27][C:28]1[CH:34]=[CH:33][C:31]([NH2:32])=[CH:30][CH:29]=1. (3) Given the product [CH2:1]([O:3][C:4](=[O:20])[C:5]1[CH:10]=[CH:9][C:8]([C:26]#[C:25][Si:22]([CH3:24])([CH3:23])[CH3:21])=[CH:7][C:6]=1[F:19])[CH3:2], predict the reactants needed to synthesize it. The reactants are: [CH2:1]([O:3][C:4](=[O:20])[C:5]1[CH:10]=[CH:9][C:8](OS(C(F)(F)F)(=O)=O)=[CH:7][C:6]=1[F:19])[CH3:2].[CH3:21][Si:22]([C:25]#[CH:26])([CH3:24])[CH3:23]. (4) Given the product [NH2:14][C:8]1[C:9]([C:12]([NH2:13])=[O:4])=[N:10][CH:11]=[C:6]([Br:5])[CH:7]=1, predict the reactants needed to synthesize it. The reactants are: [BH4-].[Na+].C[OH:4].[Br:5][C:6]1[CH:7]=[C:8]([N+:14]([O-])=O)[C:9]([C:12]#[N:13])=[N:10][CH:11]=1.O. (5) Given the product [Cl:34][C:9]1[C:10]2[NH:14][C:13](=[O:15])[N:12]([CH2:16][C:17]([O:19][CH2:20][CH3:21])=[O:18])[C:11]=2[C:6]([CH:3]([CH2:4][CH3:5])[CH2:1][CH3:2])=[CH:7][CH:8]=1, predict the reactants needed to synthesize it. The reactants are: [CH2:1]([CH:3]([C:6]1[C:11]2[N:12]([CH2:16][C:17]([O:19][CH2:20][CH3:21])=[O:18])[C:13](=[O:15])[NH:14][C:10]=2[CH:9]=[CH:8][CH:7]=1)[CH2:4][CH3:5])[CH3:2].N(C(C)(C)C#N)=NC(C)(C)C#N.[Cl:34]N1C(=O)CCC1=O. (6) Given the product [NH2:24][C:20]1[CH:19]=[C:18]2[C:23](=[CH:22][CH:21]=1)[N:14]([CH2:13][CH2:12][N:2]([CH3:1])[C:3](=[O:11])[O:4][C:5]1[CH:6]=[CH:7][CH:8]=[CH:9][CH:10]=1)[CH2:15][CH2:16][CH2:17]2, predict the reactants needed to synthesize it. The reactants are: [CH3:1][N:2]([CH2:12][CH2:13][N:14]1[C:23]2[C:18](=[CH:19][C:20]([N+:24]([O-])=O)=[CH:21][CH:22]=2)[CH2:17][CH2:16][CH2:15]1)[C:3](=[O:11])[O:4][C:5]1[CH:10]=[CH:9][CH:8]=[CH:7][CH:6]=1.[H][H]. (7) Given the product [OH:19][C:13]1[CH:14]=[C:15]2[C:10](=[CH:11][CH:12]=1)[O:9][CH:8]([C:4]1[CH:5]=[CH:6][C:7]([Cl:31])=[CH:2][CH:3]=1)[CH2:17][C:16]2=[O:18], predict the reactants needed to synthesize it. The reactants are: F[C:2]1[CH:3]=[C:4]([CH:8]2[CH2:17][C:16](=[O:18])[C:15]3[C:10](=[CH:11][CH:12]=[C:13]([OH:19])[CH:14]=3)[O:9]2)[CH:5]=[CH:6][CH:7]=1.OC1C=CC(O)=CC=1C(=O)C.[Cl:31]C1C=CC(C=O)=CC=1.